This data is from NCI-60 drug combinations with 297,098 pairs across 59 cell lines. The task is: Regression. Given two drug SMILES strings and cell line genomic features, predict the synergy score measuring deviation from expected non-interaction effect. (1) Drug 1: CC1C(C(=O)NC(C(=O)N2CCCC2C(=O)N(CC(=O)N(C(C(=O)O1)C(C)C)C)C)C(C)C)NC(=O)C3=C4C(=C(C=C3)C)OC5=C(C(=O)C(=C(C5=N4)C(=O)NC6C(OC(=O)C(N(C(=O)CN(C(=O)C7CCCN7C(=O)C(NC6=O)C(C)C)C)C)C(C)C)C)N)C. Drug 2: C1C(C(OC1N2C=C(C(=O)NC2=O)F)CO)O. Cell line: IGROV1. Synergy scores: CSS=30.5, Synergy_ZIP=-6.36, Synergy_Bliss=-3.03, Synergy_Loewe=-5.30, Synergy_HSA=-2.98. (2) Drug 1: COC1=C(C=C2C(=C1)N=CN=C2NC3=CC(=C(C=C3)F)Cl)OCCCN4CCOCC4. Drug 2: CC12CCC3C(C1CCC2=O)CC(=C)C4=CC(=O)C=CC34C. Cell line: CAKI-1. Synergy scores: CSS=50.1, Synergy_ZIP=-2.82, Synergy_Bliss=-2.30, Synergy_Loewe=-10.8, Synergy_HSA=1.53. (3) Drug 1: CS(=O)(=O)C1=CC(=C(C=C1)C(=O)NC2=CC(=C(C=C2)Cl)C3=CC=CC=N3)Cl. Drug 2: CC(CN1CC(=O)NC(=O)C1)N2CC(=O)NC(=O)C2. Cell line: MCF7. Synergy scores: CSS=18.2, Synergy_ZIP=-6.06, Synergy_Bliss=-1.12, Synergy_Loewe=-6.15, Synergy_HSA=-0.568. (4) Drug 1: CCC1=CC2CC(C3=C(CN(C2)C1)C4=CC=CC=C4N3)(C5=C(C=C6C(=C5)C78CCN9C7C(C=CC9)(C(C(C8N6C)(C(=O)OC)O)OC(=O)C)CC)OC)C(=O)OC.C(C(C(=O)O)O)(C(=O)O)O. Drug 2: CC1CCCC2(C(O2)CC(NC(=O)CC(C(C(=O)C(C1O)C)(C)C)O)C(=CC3=CSC(=N3)C)C)C. Cell line: U251. Synergy scores: CSS=33.9, Synergy_ZIP=-1.27, Synergy_Bliss=-0.697, Synergy_Loewe=-0.464, Synergy_HSA=0.170. (5) Drug 1: CC1=C(C(=CC=C1)Cl)NC(=O)C2=CN=C(S2)NC3=CC(=NC(=N3)C)N4CCN(CC4)CCO. Drug 2: CN(CCCl)CCCl.Cl. Cell line: SF-295. Synergy scores: CSS=21.5, Synergy_ZIP=-5.58, Synergy_Bliss=-6.28, Synergy_Loewe=-1.63, Synergy_HSA=-1.38. (6) Drug 1: C1=CC(=CC=C1CC(C(=O)O)N)N(CCCl)CCCl.Cl. Drug 2: CN(CC1=CN=C2C(=N1)C(=NC(=N2)N)N)C3=CC=C(C=C3)C(=O)NC(CCC(=O)O)C(=O)O. Cell line: SN12C. Synergy scores: CSS=11.3, Synergy_ZIP=-7.33, Synergy_Bliss=0.0671, Synergy_Loewe=-6.12, Synergy_HSA=-2.07. (7) Drug 1: C1=CC(=CC=C1C#N)C(C2=CC=C(C=C2)C#N)N3C=NC=N3. Drug 2: CC=C1C(=O)NC(C(=O)OC2CC(=O)NC(C(=O)NC(CSSCCC=C2)C(=O)N1)C(C)C)C(C)C. Cell line: SNB-75. Synergy scores: CSS=11.9, Synergy_ZIP=-0.593, Synergy_Bliss=-2.26, Synergy_Loewe=-36.9, Synergy_HSA=-2.80. (8) Drug 1: CC1=C(C(CCC1)(C)C)C=CC(=CC=CC(=CC(=O)O)C)C. Drug 2: C(=O)(N)NO. Cell line: TK-10. Synergy scores: CSS=1.48, Synergy_ZIP=1.59, Synergy_Bliss=2.85, Synergy_Loewe=-1.17, Synergy_HSA=-0.505.